This data is from Reaction yield outcomes from USPTO patents with 853,638 reactions. The task is: Predict the reaction yield, written as a fraction of the theoretical maximum amount of product (1.0 means a 100% yield; for example, 0.34 means a 34% yield). (1) The reactants are [H-].[Na+].[C:3]([O:7][C:8](=[O:23])[NH:9][CH2:10][CH2:11][CH2:12][O:13][C:14]1[CH:19]=[CH:18][C:17]([N+:20]([O-:22])=[O:21])=[CH:16][CH:15]=1)([CH3:6])([CH3:5])[CH3:4].I[CH2:25][CH3:26]. The catalyst is O1CCCC1. The product is [C:3]([O:7][C:8](=[O:23])[N:9]([CH2:25][CH3:26])[CH2:10][CH2:11][CH2:12][O:13][C:14]1[CH:15]=[CH:16][C:17]([N+:20]([O-:22])=[O:21])=[CH:18][CH:19]=1)([CH3:6])([CH3:4])[CH3:5]. The yield is 0.960. (2) The reactants are [C:1]([O:7][C:8]([CH3:11])([CH3:10])[CH3:9])(=[O:6])[CH2:2][C:3]([CH3:5])=O.[CH3:12][C:13]1[CH:20]=[C:19]([CH3:21])[CH:18]=[CH:17][C:14]=1[CH:15]=O.[NH4+:22].[OH-:23]. The catalyst is CCO.C(Cl)Cl. The product is [CH3:5][C:3]1[NH:22][C:3]([CH3:5])=[C:2]([C:1]([O:7][C:8]([CH3:11])([CH3:10])[CH3:9])=[O:23])[CH:15]([C:14]2[CH:17]=[CH:18][C:19]([CH3:21])=[CH:20][C:13]=2[CH3:12])[C:2]=1[C:1]([O:7][C:8]([CH3:11])([CH3:10])[CH3:9])=[O:6]. The yield is 0.190. (3) The product is [CH3:1][O:2][C:3](=[O:19])[C:4]1[CH:5]=[CH:6][C:7]([C:10]([C:11]2[CH:16]=[CH:15][C:14]([CH3:17])=[CH:13][N:12]=2)=[O:18])=[CH:8][CH:9]=1. The reactants are [CH3:1][O:2][C:3](=[O:19])[C:4]1[CH:9]=[CH:8][C:7]([CH:10]([OH:18])[C:11]2[CH:16]=[CH:15][C:14]([CH3:17])=[CH:13][N:12]=2)=[CH:6][CH:5]=1. The catalyst is C(Cl)Cl.[O-2].[O-2].[Mn+4]. The yield is 0.600. (4) The reactants are [NH2:1][C:2]1[CH:11]=[CH:10][C:9]([Br:12])=[CH:8][C:3]=1[C:4]([O:6][CH3:7])=[O:5].C(=O)([O-])[O-].[Cs+].[Cs+].[Cl:19][C:20]1[CH:25]=[CH:24][C:23]([C:26]2[CH:31]=[C:30]([O:32][CH3:33])[C:29](I)=[CH:28][C:27]=2[F:35])=[CH:22][C:21]=1[CH3:36].COC1CCCC1. The catalyst is CC(O)C.C1C=CC(/C=C/C(/C=C/C2C=CC=CC=2)=O)=CC=1.C1C=CC(/C=C/C(/C=C/C2C=CC=CC=2)=O)=CC=1.C1C=CC(/C=C/C(/C=C/C2C=CC=CC=2)=O)=CC=1.[Pd].[Pd].CC1(C)C2C(=C(P(C3C=CC=CC=3)C3C=CC=CC=3)C=CC=2)OC2C(P(C3C=CC=CC=3)C3C=CC=CC=3)=CC=CC1=2. The product is [Br:12][C:9]1[CH:10]=[CH:11][C:2]([NH:1][C:29]2[C:30]([O:32][CH3:33])=[CH:31][C:26]([C:23]3[CH:24]=[CH:25][C:20]([Cl:19])=[C:21]([CH3:36])[CH:22]=3)=[C:27]([F:35])[CH:28]=2)=[C:3]([CH:8]=1)[C:4]([O:6][CH3:7])=[O:5]. The yield is 0.950. (5) The reactants are [N+:1]([C:4]1[CH:13]=[C:12]2[C:7]([CH:8]=[N:9][C:10]3[N:11]2[N:14]=[C:15]([C:20]2[CH:25]=[CH:24][C:23]([O:26][C:27]4[CH:32]=[CH:31][CH:30]=[CH:29][CH:28]=4)=[CH:22][CH:21]=2)[C:16]=3[C:17]([NH2:19])=[O:18])=[CH:6][CH:5]=1)([O-:3])=[O:2].[BH4-].[Na+].O. The catalyst is CCO.C(Cl)Cl. The product is [N+:1]([C:4]1[CH:13]=[C:12]2[C:7]([CH2:8][NH:9][C:10]3[N:11]2[N:14]=[C:15]([C:20]2[CH:25]=[CH:24][C:23]([O:26][C:27]4[CH:28]=[CH:29][CH:30]=[CH:31][CH:32]=4)=[CH:22][CH:21]=2)[C:16]=3[C:17]([NH2:19])=[O:18])=[CH:6][CH:5]=1)([O-:3])=[O:2]. The yield is 0.830. (6) The reactants are [NH2:1][C:2]1[N:7]=[C:6]([C:8]2[S:12][C:11]3[CH:13]=[CH:14][C:15]([CH2:17][C:18]4[CH:19]=[C:20]([CH:23]=[CH:24][CH:25]=4)[C:21]#N)=[CH:16][C:10]=3[C:9]=2[CH3:26])[CH:5]=[CH:4][N:3]=1.[OH-:27].[Na+].C[OH:30]. No catalyst specified. The product is [NH2:1][C:2]1[N:7]=[C:6]([C:8]2[S:12][C:11]3[CH:13]=[CH:14][C:15]([CH2:17][C:18]4[CH:19]=[C:20]([CH:23]=[CH:24][CH:25]=4)[C:21]([OH:30])=[O:27])=[CH:16][C:10]=3[C:9]=2[CH3:26])[CH:5]=[CH:4][N:3]=1. The yield is 0.480. (7) The reactants are C[O:2][C:3]1[CH:20]=[CH:19][C:6]2=[N:7][N:8]([C:10]3[CH:15]=[CH:14][C:13]([N:16]([CH3:18])[CH3:17])=[CH:12][CH:11]=3)[N:9]=[C:5]2[CH:4]=1.B(Br)(Br)Br.C([O-])([O-])=O.[Na+].[Na+]. The catalyst is C(Cl)Cl. The product is [OH:2][C:3]1[CH:20]=[CH:19][C:6]2=[N:7][N:8]([C:10]3[CH:11]=[CH:12][C:13]([N:16]([CH3:17])[CH3:18])=[CH:14][CH:15]=3)[N:9]=[C:5]2[CH:4]=1. The yield is 0.740. (8) The reactants are [CH3:1][C:2]1[CH2:7][CH2:6][CH:5]([NH:8][C:9](=[O:15])[O:10][C:11]([CH3:14])([CH3:13])[CH3:12])[CH2:4][CH:3]=1.O.C([OH:19])C.[OH-].[Na+].OO. The catalyst is C1COCC1. The product is [OH:19][CH:3]1[CH:2]([CH3:1])[CH2:7][CH2:6][CH:5]([NH:8][C:9](=[O:15])[O:10][C:11]([CH3:14])([CH3:13])[CH3:12])[CH2:4]1. The yield is 0.559. (9) The yield is 0.830. The reactants are [CH2:1]([NH:8][CH2:9][C:10]1[CH:15]=[CH:14][CH:13]=[CH:12][CH:11]=1)[C:2]1[CH:7]=[CH:6][CH:5]=[CH:4][CH:3]=1.[C:16](OCC)(=[O:18])[CH3:17]. The catalyst is [I-].C([N+](CC)(CC)CC)C. The product is [CH2:9]([N:8]([CH2:1][C:2]1[CH:7]=[CH:6][CH:5]=[CH:4][CH:3]=1)[CH2:17][CH2:16][OH:18])[C:10]1[CH:15]=[CH:14][CH:13]=[CH:12][CH:11]=1. (10) The reactants are Cl.Cl.[NH2:3][NH2:4].[Cl:5][C:6]1[CH:7]=[C:8]([C:12](=O)/[CH:13]=[C:14](\O)/[CH:15]=[CH:16]/[C:17]2[CH:22]=[CH:21][C:20]([OH:23])=[CH:19][CH:18]=2)[CH:9]=[CH:10][CH:11]=1.C(O)(=O)C. The catalyst is C(O)C. The product is [Cl:5][C:6]1[CH:7]=[C:8]([C:12]2[CH:13]=[C:14](/[CH:15]=[CH:16]/[C:17]3[CH:22]=[CH:21][C:20]([OH:23])=[CH:19][CH:18]=3)[NH:4][N:3]=2)[CH:9]=[CH:10][CH:11]=1. The yield is 0.410.